Dataset: Forward reaction prediction with 1.9M reactions from USPTO patents (1976-2016). Task: Predict the product of the given reaction. (1) Given the reactants [C:1]([O:4][CH2:5][C@H:6]1[O:19][CH:18]=[CH:17][C@@H:12](OC(=O)C)[C@H:7]1[O:8][C:9](=[O:11])[CH3:10])(=[O:3])[CH3:2].[SiH](CC)(CC)CC.B(F)(F)F.CCOCC.C([O-])(O)=O.[Na+], predict the reaction product. The product is: [C:1]([O:4][CH2:5][C@H:6]1[O:19][CH2:18][CH:17]=[CH:12][C@H:7]1[O:8][C:9](=[O:11])[CH3:10])(=[O:3])[CH3:2]. (2) Given the reactants [Br:1][C:2]1[CH:3]=[C:4]2[C:8](=[CH:9][CH:10]=1)[CH2:7][CH:6]([NH2:11])[CH2:5]2.[C:12](O[C:12]([O:14][C:15]([CH3:18])([CH3:17])[CH3:16])=[O:13])([O:14][C:15]([CH3:18])([CH3:17])[CH3:16])=[O:13], predict the reaction product. The product is: [Br:1][C:2]1[CH:3]=[C:4]2[C:8](=[CH:9][CH:10]=1)[CH2:7][CH:6]([NH:11][C:12](=[O:13])[O:14][C:15]([CH3:18])([CH3:17])[CH3:16])[CH2:5]2.